This data is from Catalyst prediction with 721,799 reactions and 888 catalyst types from USPTO. The task is: Predict which catalyst facilitates the given reaction. (1) The catalyst class is: 5. Reactant: C(S[C:5]1[C:10]([F:11])=[CH:9][N:8]([C:12]2[CH:16]=[CH:15][S:14][CH:13]=2)[C:7](=[O:17])[N:6]=1)C=C.[F:18][C:19]1[CH:24]=[CH:23][CH:22]=[CH:21][C:20]=1[CH2:25][NH2:26]. Product: [F:11][C:10]1[C:5]([NH:26][CH2:25][C:20]2[CH:21]=[CH:22][CH:23]=[CH:24][C:19]=2[F:18])=[N:6][C:7](=[O:17])[N:8]([C:12]2[CH:16]=[CH:15][S:14][CH:13]=2)[CH:9]=1. (2) The catalyst class is: 7. Reactant: [Br:1][C:2]1[CH:3]=[C:4]2[C:13](=[CH:14][C:15]=1[F:16])[CH:12]1[CH2:17][CH:10]([CH2:11]1)[N:9]1[C:5]2=[N:6][C:7]([I:19])=[C:8]1I.CC[Mg+].[Br-]. Product: [Br:1][C:2]1[CH:3]=[C:4]2[C:13](=[CH:14][C:15]=1[F:16])[CH:12]1[CH2:11][CH:10]([CH2:17]1)[N:9]1[C:5]2=[N:6][C:7]([I:19])=[CH:8]1. (3) Reactant: Cl[C:2]1[C:7]([C:8]([O:10][CH2:11][CH3:12])=[O:9])=[CH:6][N:5]=[C:4]([Cl:13])[CH:3]=1.[CH2:14]([NH2:16])[CH3:15].O. Product: [Cl:13][C:4]1[CH:3]=[C:2]([NH:16][CH2:14][CH3:15])[C:7]([C:8]([O:10][CH2:11][CH3:12])=[O:9])=[CH:6][N:5]=1. The catalyst class is: 23. (4) Reactant: CN(C(ON1N=NC2C=CC=NC1=2)=[N+](C)C)C.F[P-](F)(F)(F)(F)F.[F:25][C:26]1[CH:27]=[C:28]([C:32]2[CH:37]=[CH:36][C:35]([C:38]([OH:40])=O)=[C:34]([N+:41]([O-:43])=[O:42])[CH:33]=2)[CH:29]=[CH:30][CH:31]=1.Cl.[CH3:45][C:46]([O:49][C@H:50]([CH3:57])[C@@H:51]([C:53]([O:55][CH3:56])=[O:54])[NH2:52])([CH3:48])[CH3:47].C(N(C(C)C)CC)(C)C. The catalyst class is: 39. Product: [CH3:48][C:46]([O:49][C@H:50]([CH3:57])[C@@H:51]([C:53]([O:55][CH3:56])=[O:54])[NH:52][C:38]([C:35]1[CH:36]=[CH:37][C:32]([C:28]2[CH:29]=[CH:30][CH:31]=[C:26]([F:25])[CH:27]=2)=[CH:33][C:34]=1[N+:41]([O-:43])=[O:42])=[O:40])([CH3:45])[CH3:47]. (5) Product: [CH3:24][O:7][C:6](=[O:8])[C:5]1[CH:9]=[C:10]([F:11])[C:2]([Cl:1])=[N:3][C:4]=1[NH:12][C:13]1[CH:18]=[CH:17][C:16]([Si:19]([CH3:20])([CH3:22])[CH3:21])=[CH:15][C:14]=1[F:23]. The catalyst class is: 139. Reactant: [Cl:1][C:2]1[C:10]([F:11])=[CH:9][C:5]([C:6]([OH:8])=[O:7])=[C:4]([NH:12][C:13]2[CH:18]=[CH:17][C:16]([Si:19]([CH3:22])([CH3:21])[CH3:20])=[CH:15][C:14]=2[F:23])[N:3]=1.[C:24](Cl)(=O)C(Cl)=O. (6) Reactant: Br[CH2:2][C:3]1[C:8]([I:9])=[CH:7][CH:6]=[C:5]([Cl:10])[N:4]=1.C([O-])([O-])=[O:12].[Ca+2]. Product: [Cl:10][C:5]1[N:4]=[C:3]([CH2:2][OH:12])[C:8]([I:9])=[CH:7][CH:6]=1.[Cl:10][C:5]1[N:4]=[C:3]([CH3:2])[C:8]([I:9])=[CH:7][CH:6]=1. The catalyst class is: 38. (7) Reactant: [H-].[Na+].[CH2:3]([N:10]([CH2:20][C:21]1[CH:26]=[CH:25][CH:24]=[CH:23][CH:22]=1)[C:11]1[CH:12]=[C:13]([CH:16]=[CH:17][C:18]=1[F:19])[CH:14]=O)[C:4]1[CH:9]=[CH:8][CH:7]=[CH:6][CH:5]=1.[C:27]([O:30][CH2:31][CH3:32])(=[O:29])[CH3:28]. Product: [CH2:20]([N:10]([CH2:3][C:4]1[CH:9]=[CH:8][CH:7]=[CH:6][CH:5]=1)[C:11]1[CH:12]=[C:13](/[CH:14]=[CH:28]/[C:27]([O:30][CH2:31][CH3:32])=[O:29])[CH:16]=[CH:17][C:18]=1[F:19])[C:21]1[CH:22]=[CH:23][CH:24]=[CH:25][CH:26]=1. The catalyst class is: 7. (8) Reactant: [NH2:1][C:2]1([C:5]2[CH:6]=[C:7]([C:11]3[CH:18]=[CH:17][C:14]([C:15]#[N:16])=[C:13]([Cl:19])[CH:12]=3)[CH:8]=[N:9][CH:10]=2)[CH2:4][CH2:3]1.[CH2:20]([S:22](Cl)(=[O:24])=[O:23])[CH3:21]. Product: [Cl:19][C:13]1[CH:12]=[C:11]([C:7]2[CH:6]=[C:5]([C:2]3([NH:1][S:22]([CH2:20][CH3:21])(=[O:24])=[O:23])[CH2:3][CH2:4]3)[CH:10]=[N:9][CH:8]=2)[CH:18]=[CH:17][C:14]=1[C:15]#[N:16]. The catalyst class is: 2. (9) The catalyst class is: 36. Reactant: C[O:2][C:3](=[O:26])[C:4]1[CH:9]=[CH:8][C:7]([CH:10]([CH3:24])[C:11]([C:17]2[CH:22]=[CH:21][N:20]=[C:19]([Cl:23])[CH:18]=2)([OH:16])[C:12]([F:15])([F:14])[F:13])=[C:6]([Cl:25])[CH:5]=1.[Li+].[OH-]. Product: [Cl:25][C:6]1[CH:5]=[C:4]([CH:9]=[CH:8][C:7]=1[CH:10]([CH3:24])[C:11]([C:17]1[CH:22]=[CH:21][N:20]=[C:19]([Cl:23])[CH:18]=1)([OH:16])[C:12]([F:15])([F:14])[F:13])[C:3]([OH:26])=[O:2]. (10) Reactant: Cl[S:2]([C:5]1[CH:32]=[C:8]2[CH2:9][N:10]([C:14]([O:16][CH2:17][C:18]3[CH:23]=[C:22]([C:24]([F:27])([F:26])[F:25])[CH:21]=[C:20]([C:28]([F:31])([F:30])[F:29])[CH:19]=3)=[O:15])[CH2:11][CH2:12][CH2:13][N:7]2[N:6]=1)(=[O:4])=[O:3].[CH2:33]([N:35](CC)[CH2:36]C)C.Cl.CNC. Product: [CH3:33][N:35]([CH3:36])[S:2]([C:5]1[CH:32]=[C:8]2[CH2:9][N:10]([C:14]([O:16][CH2:17][C:18]3[CH:23]=[C:22]([C:24]([F:27])([F:26])[F:25])[CH:21]=[C:20]([C:28]([F:31])([F:30])[F:29])[CH:19]=3)=[O:15])[CH2:11][CH2:12][CH2:13][N:7]2[N:6]=1)(=[O:4])=[O:3]. The catalyst class is: 1.